Dataset: Reaction yield outcomes from USPTO patents with 853,638 reactions. Task: Predict the reaction yield, written as a fraction of the theoretical maximum amount of product (1.0 means a 100% yield; for example, 0.34 means a 34% yield). The reactants are Cl[C:2]([O:4][C:5]1[CH:10]=[CH:9][CH:8]=[CH:7][CH:6]=1)=[O:3].[Cl:11][C:12]1[C:13]([F:38])=[C:14]([NH:18][C:19]2[C:28]3[C:23](=[CH:24][C:25]([O:36][CH3:37])=[C:26]([O:29][CH:30]4[CH2:35][CH2:34][NH:33][CH2:32][CH2:31]4)[CH:27]=3)[N:22]=[CH:21][N:20]=2)[CH:15]=[CH:16][CH:17]=1.C(N(C(C)C)CC)(C)C. The catalyst is ClCCl. The product is [Cl:11][C:12]1[C:13]([F:38])=[C:14]([NH:18][C:19]2[C:28]3[C:23](=[CH:24][C:25]([O:36][CH3:37])=[C:26]([O:29][CH:30]4[CH2:31][CH2:32][N:33]([C:2]([O:4][C:5]5[CH:10]=[CH:9][CH:8]=[CH:7][CH:6]=5)=[O:3])[CH2:34][CH2:35]4)[CH:27]=3)[N:22]=[CH:21][N:20]=2)[CH:15]=[CH:16][CH:17]=1. The yield is 0.570.